From a dataset of Full USPTO retrosynthesis dataset with 1.9M reactions from patents (1976-2016). Predict the reactants needed to synthesize the given product. Given the product [F:5][C:6]1[CH:11]=[C:10]([F:12])[CH:9]=[CH:8][C:7]=1[C:13]1[N:14]2[C:19]([CH:20]=[CH:21][C:22]=1[CH2:23][O:24][CH3:4])=[C:18]([C:25]1[C:26]([F:32])=[CH:27][CH:28]=[CH:29][C:30]=1[F:31])[C:17](=[O:33])[CH:16]=[CH:15]2, predict the reactants needed to synthesize it. The reactants are: [H-].[Na+].I[CH3:4].[F:5][C:6]1[CH:11]=[C:10]([F:12])[CH:9]=[CH:8][C:7]=1[C:13]1[N:14]2[C:19]([CH:20]=[CH:21][C:22]=1[CH2:23][OH:24])=[C:18]([C:25]1[C:30]([F:31])=[CH:29][CH:28]=[CH:27][C:26]=1[F:32])[C:17](=[O:33])[CH:16]=[CH:15]2.